From a dataset of Full USPTO retrosynthesis dataset with 1.9M reactions from patents (1976-2016). Predict the reactants needed to synthesize the given product. Given the product [Cl:24][C:21]1[CH:22]=[CH:23][C:18]([C@H:15]([NH2:14])[CH2:16][CH3:17])=[C:19]([F:34])[C:20]=1[C:25]([C:27]1[CH:28]=[N:29][C:30]([N:1]2[CH:5]=[CH:4][CH:3]=[N:2]2)=[CH:31][CH:32]=1)=[O:26], predict the reactants needed to synthesize it. The reactants are: [NH:1]1[CH:5]=[CH:4][CH:3]=[N:2]1.[H-].[Na+].C(OC(=O)[NH:14][C@@H:15]([C:18]1[CH:23]=[CH:22][C:21]([Cl:24])=[C:20]([C:25]([C:27]2[CH:28]=[N:29][C:30](Cl)=[CH:31][CH:32]=2)=[O:26])[C:19]=1[F:34])[CH2:16][CH3:17])(C)(C)C.